From a dataset of Forward reaction prediction with 1.9M reactions from USPTO patents (1976-2016). Predict the product of the given reaction. (1) Given the reactants [N+:1]([C:4]([N+:13]([O-:15])=[O:14])([N+:10]([O-:12])=[O:11])[C:5]1[N:6]=[N:7][NH:8][N:9]=1)([O-:3])=[O:2].[BH4-:16].[Na+:17].[H][H], predict the reaction product. The product is: [N+:13]([C:4]([N+:1]([O-:3])=[O:2])([N+:10]([O-:12])=[O:11])[C:5]1[N:6]=[N:7][N:8]([B-:16]([N:7]2[N:8]=[N:9][C:5]([C:4]([N+:1]([O-:3])=[O:2])([N+:10]([O-:12])=[O:11])[N+:13]([O-:15])=[O:14])=[N:6]2)([N:7]2[N:8]=[N:9][C:5]([C:4]([N+:1]([O-:3])=[O:2])([N+:10]([O-:12])=[O:11])[N+:13]([O-:15])=[O:14])=[N:6]2)[N:7]2[N:8]=[N:9][C:5]([C:4]([N+:1]([O-:3])=[O:2])([N+:10]([O-:12])=[O:11])[N+:13]([O-:15])=[O:14])=[N:6]2)[N:9]=1)([O-:15])=[O:14].[Na+:17]. (2) Given the reactants [OH:1][C:2]1[C:3]([O:14][CH3:15])=[CH:4][C:5]([N+:11]([O-])=O)=[C:6]([CH:10]=1)[C:7]([OH:9])=[O:8], predict the reaction product. The product is: [NH2:11][C:5]1[CH:4]=[C:3]([O:14][CH3:15])[C:2]([OH:1])=[CH:10][C:6]=1[C:7]([OH:9])=[O:8]. (3) The product is: [CH3:37][NH:38][C:39]([C:14]1[C:15]([C:8]2[CH:7]=[CH:6][CH:5]=[CH:4][CH:9]=2)=[N:16][O:35][C:32]=1[CH3:25])=[O:40]. Given the reactants Cl.CN.[CH:4]1[CH:5]=[CH:6][C:7]2N(O)N=N[C:8]=2[CH:9]=1.[CH3:14][CH2:15][N:16]=C=NCCCN(C)C.[CH2:25](N(CC)CC)C.[C:32](=[O:35])(O)[O-].[Na+].[CH3:37][N:38](C)[CH:39]=[O:40], predict the reaction product.